The task is: Regression. Given a peptide amino acid sequence and an MHC pseudo amino acid sequence, predict their binding affinity value. This is MHC class II binding data.. This data is from Peptide-MHC class II binding affinity with 134,281 pairs from IEDB. (1) The peptide sequence is AAQTAGTTVYGAFAA. The binding affinity (normalized) is 0.823. The MHC is HLA-DQA10102-DQB10602 with pseudo-sequence HLA-DQA10102-DQB10602. (2) The peptide sequence is ALFKAIEAYLLAHPD. The MHC is DRB1_1201 with pseudo-sequence DRB1_1201. The binding affinity (normalized) is 0.674.